Dataset: Forward reaction prediction with 1.9M reactions from USPTO patents (1976-2016). Task: Predict the product of the given reaction. (1) Given the reactants [Cl-].[CH3:2][O:3][CH2:4][P+](C1C=CC=CC=1)(C1C=CC=CC=1)C1C=CC=CC=1.CC(C)([O-])C.[K+].[Br:30][C:31]1[CH:32]=[C:33]2[C:37](=[CH:38][CH:39]=1)[C:36](=O)[CH2:35][CH2:34]2, predict the reaction product. The product is: [Br:30][C:31]1[CH:32]=[C:33]2[C:37](=[CH:38][CH:39]=1)/[C:36](=[CH:2]/[O:3][CH3:4])/[CH2:35][CH2:34]2. (2) The product is: [F:25][C:17]1[CH:18]=[CH:19][C:20]([N+:22]([O-:24])=[O:23])=[CH:21][C:16]=1[CH2:15][NH:14][CH:11]1[CH2:10][CH2:9][NH:8][CH2:13][CH2:12]1. Given the reactants C(OC([N:8]1[CH2:13][CH2:12][CH:11]([NH:14][CH2:15][C:16]2[CH:21]=[C:20]([N+:22]([O-:24])=[O:23])[CH:19]=[CH:18][C:17]=2[F:25])[CH2:10][CH2:9]1)=O)(C)(C)C.Cl, predict the reaction product. (3) Given the reactants C([Li])CCC.Br[C:7]1[CH:34]=[CH:33][C:10]([CH2:11][O:12][C:13]2[CH:14]=[N:15][C:16]([N:19]3[CH2:24][CH2:23][N:22]([C:25]([O:27][C:28]([CH3:31])([CH3:30])[CH3:29])=[O:26])[CH2:21][C@H:20]3[CH3:32])=[N:17][CH:18]=2)=[C:9]([F:35])[CH:8]=1.C[CH2:37][O:38]CC.CN(C)C=O, predict the reaction product. The product is: [F:35][C:9]1[CH:8]=[C:7]([CH:37]=[O:38])[CH:34]=[CH:33][C:10]=1[CH2:11][O:12][C:13]1[CH:14]=[N:15][C:16]([N:19]2[CH2:24][CH2:23][N:22]([C:25]([O:27][C:28]([CH3:31])([CH3:30])[CH3:29])=[O:26])[CH2:21][C@H:20]2[CH3:32])=[N:17][CH:18]=1. (4) Given the reactants [CH2:1]([O:8][C:9](=[O:25])[CH:10]([NH:17][C:18]([O:20][C:21]([CH3:24])([CH3:23])[CH3:22])=[O:19])[CH2:11][CH2:12][C:13](=[O:16])[CH:14]=[CH2:15])[C:2]1[CH:7]=[CH:6][CH:5]=[CH:4][CH:3]=1.[BH4-].[Na+], predict the reaction product. The product is: [CH2:1]([O:8][C:9](=[O:25])[CH:10]([NH:17][C:18]([O:20][C:21]([CH3:24])([CH3:23])[CH3:22])=[O:19])[CH2:11][CH2:12][CH:13]([OH:16])[CH:14]=[CH2:15])[C:2]1[CH:7]=[CH:6][CH:5]=[CH:4][CH:3]=1.